This data is from Full USPTO retrosynthesis dataset with 1.9M reactions from patents (1976-2016). The task is: Predict the reactants needed to synthesize the given product. (1) Given the product [F:1][C:2]1[C:3]([NH:10][C:11]2[C:16]([C:17]3[N:25]=[CH:24][N:23]=[C:22]4[C:18]=3[N:19]=[CH:20][N:21]4[CH:26]3[CH2:31][CH2:30][CH2:29][CH2:28][O:27]3)=[CH:15][CH:14]=[CH:13][N:12]=2)=[C:4]([F:9])[CH:5]=[CH:6][C:7]=1[NH:8][S:42]([C:40]1[O:41][C:37]([CH:33]2[O:34][CH2:35][CH2:36][O:32]2)=[CH:38][CH:39]=1)(=[O:43])=[O:44], predict the reactants needed to synthesize it. The reactants are: [F:1][C:2]1[C:7]([NH2:8])=[CH:6][CH:5]=[C:4]([F:9])[C:3]=1[NH:10][C:11]1[C:16]([C:17]2[N:25]=[CH:24][N:23]=[C:22]3[C:18]=2[N:19]=[CH:20][N:21]3[CH:26]2[CH2:31][CH2:30][CH2:29][CH2:28][O:27]2)=[CH:15][CH:14]=[CH:13][N:12]=1.[O:32]1[CH2:36][CH2:35][O:34][CH:33]1[C:37]1[O:41][C:40]([S:42](Cl)(=[O:44])=[O:43])=[CH:39][CH:38]=1.N1C=CC=CC=1. (2) Given the product [O:14]1[CH2:15][CH2:16][CH2:17][CH2:18][CH:13]1[N:12]1[C:6]2[C:7](=[N:8][CH:9]=[C:4]([NH2:1])[CH:5]=2)[CH:10]=[N:11]1, predict the reactants needed to synthesize it. The reactants are: [N+:1]([C:4]1[CH:5]=[C:6]2[N:12]([CH:13]3[CH2:18][CH2:17][CH2:16][CH2:15][O:14]3)[N:11]=[CH:10][C:7]2=[N:8][CH:9]=1)([O-])=O.[H][H]. (3) Given the product [Cl:14][C:15]1[CH:32]=[CH:31][C:18]([CH2:19][N:20]2[C:24]3[CH:25]=[CH:26][CH:27]=[CH:28][C:23]=3[N:22]=[C:21]2[CH2:29][N:7]2[CH2:11][CH2:10][CH2:9][CH2:8]2)=[CH:17][CH:16]=1, predict the reactants needed to synthesize it. The reactants are: C(=O)([O-])[O-].[K+].[K+].[NH:7]1[CH2:11][CH2:10][CH2:9][CH2:8]1.[I-].[K+].[Cl:14][C:15]1[CH:32]=[CH:31][C:18]([CH2:19][N:20]2[C:24]3[CH:25]=[CH:26][CH:27]=[CH:28][C:23]=3[N:22]=[C:21]2[CH2:29]Cl)=[CH:17][CH:16]=1. (4) The reactants are: [Si:1]([O:18][CH2:19][CH2:20][C@@H:21]([CH3:46])[C@H:22]([N:28]([CH3:45])[C:29](=[O:44])[C@@H:30]([N:32]([CH3:43])[C:33](=[O:42])[O:34][CH2:35][C:36]1[CH:41]=[CH:40][CH:39]=[CH:38][CH:37]=1)[CH3:31])[C:23]1[O:24]C=CC=1)([C:14]([CH3:17])([CH3:16])[CH3:15])([C:8]1[CH:13]=[CH:12][CH:11]=[CH:10][CH:9]=1)[C:2]1[CH:7]=[CH:6][CH:5]=[CH:4][CH:3]=1.[OH2:47].C(Cl)(Cl)(Cl)Cl.CC#N. Given the product [CH2:35]([O:34][C:33]([N:32]([CH3:43])[C@@H:30]([CH3:31])[C:29]([N:28]([C@@H:22]([C@H:21]([CH3:46])[CH2:20][CH2:19][O:18][Si:1]([C:14]([CH3:17])([CH3:15])[CH3:16])([C:8]1[CH:13]=[CH:12][CH:11]=[CH:10][CH:9]=1)[C:2]1[CH:7]=[CH:6][CH:5]=[CH:4][CH:3]=1)[C:23]([OH:24])=[O:47])[CH3:45])=[O:44])=[O:42])[C:36]1[CH:41]=[CH:40][CH:39]=[CH:38][CH:37]=1, predict the reactants needed to synthesize it. (5) Given the product [Cl:1][C:2]1[C:3]([C:22]2([OH:26])[CH2:25][CH2:24][CH2:23]2)=[CH:4][C:5]2[N:6]([C:8]([C:11]3[CH:16]=[CH:15][CH:14]=[CH:13][C:12]=3[F:17])=[N:9][N:10]=2)[N:7]=1, predict the reactants needed to synthesize it. The reactants are: [Cl:1][C:2]1[C:3]([Si](C)(C)C)=[CH:4][C:5]2[N:6]([C:8]([C:11]3[CH:16]=[CH:15][CH:14]=[CH:13][C:12]=3[F:17])=[N:9][N:10]=2)[N:7]=1.[C:22]1(=[O:26])[CH2:25][CH2:24][CH2:23]1. (6) Given the product [CH2:1]([O:2][C:3]1[CH:8]=[CH:7][CH:6]=[CH:5][C:4]=1[C:9]1[NH:13][N:12]=[C:11]([S:14][CH2:15][C:41]2[CH:40]=[CH:39][CH:38]=[CH:35][C:34]=2[F:33])[N:10]=1)[C:17]1[CH:22]=[CH:21][CH:20]=[CH:19][CH:18]=1, predict the reactants needed to synthesize it. The reactants are: [CH3:1][O:2][C:3]1[CH:8]=[CH:7][CH:6]=[CH:5][C:4]=1[C:9]1[NH:13][N:12]=[C:11]([S:14][CH3:15])[N:10]=1.C(O[C:17]1[CH:22]=[CH:21][CH:20]=[CH:19][C:18]=1C(O)=O)[C:17]1[CH:22]=[CH:21][CH:20]=[CH:19][CH:18]=1.[F:33][C:34]1[CH:41]=[CH:40][CH:39]=[CH:38][C:35]=1CCl. (7) Given the product [Cl:32][C:33]1[CH:38]=[C:37]([C:12]2[N:13]([C:18]3[CH:19]=[CH:20][CH:21]=[CH:22][CH:23]=3)[N:14]=[C:15]3[C:11]=2[CH2:10][CH2:9][NH:8][CH2:17][CH2:16]3)[CH:36]=[CH:35][CH:34]=1, predict the reactants needed to synthesize it. The reactants are: C(OC([N:8]1[CH2:17][CH2:16][C:15]2[C:11](=[C:12](OS(C(F)(F)F)(=O)=O)[N:13]([C:18]3[CH:23]=[CH:22][CH:21]=[CH:20][CH:19]=3)[N:14]=2)[CH2:10][CH2:9]1)=O)(C)(C)C.[Cl:32][C:33]1[CH:34]=[C:35](B(O)O)[CH:36]=[CH:37][CH:38]=1. (8) Given the product [NH2:1][C:2]1[CH:10]=[CH:9][C:8]([N+:11]([O-:13])=[O:12])=[CH:7][C:3]=1[C:4]([NH:16][CH2:14][CH3:15])=[O:6], predict the reactants needed to synthesize it. The reactants are: [NH2:1][C:2]1[CH:10]=[CH:9][C:8]([N+:11]([O-:13])=[O:12])=[CH:7][C:3]=1[C:4]([OH:6])=O.[CH2:14]([NH2:16])[CH3:15].CCN(C(C)C)C(C)C.CN(C(ON1N=NC2C=CC=NC1=2)=[N+](C)C)C.F[P-](F)(F)(F)(F)F. (9) Given the product [CH2:10]([C:14]1[N:15]([CH2:28][CH2:29][CH2:30][S:7][C:1]2[CH:6]=[CH:5][CH:4]=[CH:3][CH:2]=2)[C:16]2[C:25]3[CH:24]=[CH:23][CH:22]=[CH:21][C:20]=3[N:19]=[C:18]([NH2:26])[C:17]=2[N:27]=1)[CH2:11][CH2:12][CH3:13], predict the reactants needed to synthesize it. The reactants are: [C:1]1([SH:7])[CH:6]=[CH:5][CH:4]=[CH:3][CH:2]=1.[H-].[Na+].[CH2:10]([C:14]1[N:15]([CH2:28][CH2:29][CH2:30]Cl)[C:16]2[C:25]3[CH:24]=[CH:23][CH:22]=[CH:21][C:20]=3[N:19]=[C:18]([NH2:26])[C:17]=2[N:27]=1)[CH2:11][CH2:12][CH3:13].